Dataset: Catalyst prediction with 721,799 reactions and 888 catalyst types from USPTO. Task: Predict which catalyst facilitates the given reaction. (1) Reactant: [NH2:1][C:2]1[N:10]=[C:9]2[C:5]([NH:6][C:7](=[O:22])[N:8]2[CH2:11][C:12]2[C:17]([CH3:18])=[C:16]([O:19][CH3:20])[C:15]([CH3:21])=[CH:14][N:13]=2)=[C:4]([Cl:23])[N:3]=1.C1CCN2C(=NCCC2)CC1.[C:35](OC(=O)C)(=[O:37])[CH3:36]. Product: [C:35]([N:6]1[C:5]2[C:9](=[N:10][C:2]([NH2:1])=[N:3][C:4]=2[Cl:23])[N:8]([CH2:11][C:12]2[C:17]([CH3:18])=[C:16]([O:19][CH3:20])[C:15]([CH3:21])=[CH:14][N:13]=2)[C:7]1=[O:22])(=[O:37])[CH3:36]. The catalyst class is: 3. (2) Reactant: [CH:1]([CH:4]1[C:9]2=[CH:10][C:11]3[CH:12]=[CH:13][C:14]([S:17]([CH3:20])(=[O:19])=[O:18])=[CH:15][C:16]=3[N:8]2[CH2:7][CH2:6][N:5]1[C:21]1[N:26]=[C:25]([C:27]([F:30])([F:29])[F:28])[C:24]([C:31]([O-])=[O:32])=[CH:23][N:22]=1)([CH3:3])[CH3:2].CC(C[AlH]CC(C)C)C. Product: [CH:1]([C@@H:4]1[C:9]2=[CH:10][C:11]3[CH:12]=[CH:13][C:14]([S:17]([CH3:20])(=[O:19])=[O:18])=[CH:15][C:16]=3[N:8]2[CH2:7][CH2:6][N:5]1[C:21]1[N:26]=[C:25]([C:27]([F:28])([F:29])[F:30])[C:24]([CH2:31][OH:32])=[CH:23][N:22]=1)([CH3:3])[CH3:2].[CH:1]([C@H:4]1[C:9]2=[CH:10][C:11]3[CH:12]=[CH:13][C:14]([S:17]([CH3:20])(=[O:19])=[O:18])=[CH:15][C:16]=3[N:8]2[CH2:7][CH2:6][N:5]1[C:21]1[N:26]=[C:25]([C:27]([F:28])([F:29])[F:30])[C:24]([CH2:31][OH:32])=[CH:23][N:22]=1)([CH3:3])[CH3:2]. The catalyst class is: 4. (3) Reactant: C(Cl)CCl.C1C=CC2N(O)N=NC=2C=1.[NH2:15][C:16]1[CH:21]=[CH:20][C:19]([CH3:22])=[CH:18][CH:17]=1.[C:23]([CH2:31][CH2:32][C:33](O)=[O:34])(=[O:30])[C:24]1[CH:29]=[CH:28][CH:27]=[CH:26][CH:25]=1.C(N(CC)CC)C. Product: [O:30]=[C:23]([C:24]1[CH:29]=[CH:28][CH:27]=[CH:26][CH:25]=1)[CH2:31][CH2:32][C:33]([NH:15][C:16]1[CH:21]=[CH:20][C:19]([CH3:22])=[CH:18][CH:17]=1)=[O:34]. The catalyst class is: 12. (4) Reactant: Cl[C:2]1[CH:7]=[CH:6][C:5]([C:8]([F:11])([F:10])[F:9])=[CH:4][N:3]=1.[CH3:12][CH:13]1[CH2:18][NH:17][CH2:16][CH2:15][NH:14]1.C(N(CC)CC)C. Product: [CH3:12][CH:13]1[NH:14][CH2:15][CH2:16][N:17]([C:2]2[CH:7]=[CH:6][C:5]([C:8]([F:11])([F:10])[F:9])=[CH:4][N:3]=2)[CH2:18]1. The catalyst class is: 308.